This data is from Full USPTO retrosynthesis dataset with 1.9M reactions from patents (1976-2016). The task is: Predict the reactants needed to synthesize the given product. (1) Given the product [Cl:21][C:22]1[CH:29]=[C:28]([CH:27]=[CH:26][C:23]=1[C:24]#[N:25])[O:30][C:8]1[CH:7]=[CH:6][C:5]([S:10]([NH:13][C:14]2[CH:19]=[CH:18][C:17]([F:20])=[CH:16][N:15]=2)(=[O:12])=[O:11])=[CH:4][C:3]=1[C:1]#[N:2], predict the reactants needed to synthesize it. The reactants are: [C:1]([C:3]1[CH:4]=[C:5]([S:10]([NH:13][C:14]2[CH:19]=[CH:18][C:17]([F:20])=[CH:16][N:15]=2)(=[O:12])=[O:11])[CH:6]=[CH:7][C:8]=1F)#[N:2].[Cl:21][C:22]1[CH:29]=[C:28]([OH:30])[CH:27]=[CH:26][C:23]=1[C:24]#[N:25].C(=O)([O-])[O-].[K+].[K+].C(=O)([O-])O.[Na+]. (2) Given the product [CH3:35][O:36][C:4]1[N:9]=[C:8]([C:10]2[N:15]=[CH:14][CH:13]=[CH:12][N:11]=2)[N:7]=[C:6]([NH:16][S:17]([CH2:20][CH2:21][C:22]([CH3:25])([CH3:24])[CH3:23])(=[O:19])=[O:18])[C:5]=1[O:26][C:27]1[CH:32]=[CH:31][CH:30]=[CH:29][C:28]=1[O:33][CH3:34], predict the reactants needed to synthesize it. The reactants are: [H-].[Na+].Cl[C:4]1[N:9]=[C:8]([C:10]2[N:15]=[CH:14][CH:13]=[CH:12][N:11]=2)[N:7]=[C:6]([NH:16][S:17]([CH2:20][CH2:21][C:22]([CH3:25])([CH3:24])[CH3:23])(=[O:19])=[O:18])[C:5]=1[O:26][C:27]1[CH:32]=[CH:31][CH:30]=[CH:29][C:28]=1[O:33][CH3:34].[CH3:35][OH:36]. (3) Given the product [CH3:21][O:20][C:14]1[CH:13]=[C:12]([CH:17]=[CH:16][C:15]=1[O:18][CH3:19])[CH2:11][NH:10][C:8]([C:7]1[CH:6]=[C:5]([C:22]2[CH:27]=[C:26]([CH3:28])[CH:25]=[C:24]([CH3:29])[CH:23]=2)[N:4]=[N:3][C:2]=1[N:30]1[CH2:34][CH2:33][CH2:32][CH2:31]1)=[O:9], predict the reactants needed to synthesize it. The reactants are: Cl[C:2]1[N:3]=[N:4][C:5]([C:22]2[CH:27]=[C:26]([CH3:28])[CH:25]=[C:24]([CH3:29])[CH:23]=2)=[CH:6][C:7]=1[C:8]([NH:10][CH2:11][C:12]1[CH:17]=[CH:16][C:15]([O:18][CH3:19])=[C:14]([O:20][CH3:21])[CH:13]=1)=[O:9].[NH:30]1[CH2:34][CH2:33][CH2:32][CH2:31]1. (4) Given the product [Cl:28][C:29]1[C:34]([Cl:35])=[CH:33][CH:32]=[CH:31][C:30]=1[N:36]1[CH2:41][CH2:40][N:39]([CH2:2][CH2:3][CH2:4][CH2:5][O:6][C:7]2[CH:16]=[C:15]3[C:10]([CH:11]([CH2:18][NH:19][C:20](=[O:26])[O:21][C:22]([CH3:25])([CH3:24])[CH3:23])[CH2:12][C:13](=[O:17])[NH:14]3)=[CH:9][CH:8]=2)[CH2:38][CH2:37]1, predict the reactants needed to synthesize it. The reactants are: Br[CH2:2][CH2:3][CH2:4][CH2:5][O:6][C:7]1[CH:16]=[C:15]2[C:10]([CH:11]([CH2:18][NH:19][C:20](=[O:26])[O:21][C:22]([CH3:25])([CH3:24])[CH3:23])[CH2:12][C:13](=[O:17])[NH:14]2)=[CH:9][CH:8]=1.Cl.[Cl:28][C:29]1[C:34]([Cl:35])=[CH:33][CH:32]=[CH:31][C:30]=1[N:36]1[CH2:41][CH2:40][NH:39][CH2:38][CH2:37]1.C([O-])([O-])=O.[K+].[K+]. (5) The reactants are: [CH:1]1([C:4]2[N:9]=[C:8]([C:10]3[CH:11]=[C:12]4[C:16](=[CH:17][CH:18]=3)[N:15]([S:19]([C:22]3[CH:28]=[CH:27][C:25]([CH3:26])=[CH:24][CH:23]=3)(=[O:21])=[O:20])[CH:14]=[C:13]4I)[CH:7]=[N:6][CH:5]=2)[CH2:3][CH2:2]1.[B:30]1([B:30]2[O:34][C:33]([CH3:36])([CH3:35])[C:32]([CH3:38])([CH3:37])[O:31]2)[O:34][C:33]([CH3:36])([CH3:35])[C:32]([CH3:38])([CH3:37])[O:31]1.CC([O-])=O.[K+]. Given the product [CH:1]1([C:4]2[N:9]=[C:8]([C:10]3[CH:11]=[C:12]4[C:16](=[CH:17][CH:18]=3)[N:15]([S:19]([C:22]3[CH:28]=[CH:27][C:25]([CH3:26])=[CH:24][CH:23]=3)(=[O:21])=[O:20])[CH:14]=[C:13]4[B:30]3[O:34][C:33]([CH3:36])([CH3:35])[C:32]([CH3:38])([CH3:37])[O:31]3)[CH:7]=[N:6][CH:5]=2)[CH2:3][CH2:2]1, predict the reactants needed to synthesize it.